Task: Predict the reaction yield, written as a fraction of the theoretical maximum amount of product (1.0 means a 100% yield; for example, 0.34 means a 34% yield).. Dataset: Reaction yield outcomes from USPTO patents with 853,638 reactions (1) The reactants are [Br:1][C:2]1[CH:3]=[C:4]([C:12]([CH3:15])([CH3:14])[CH3:13])[C:5]([O:10][CH3:11])=[C:6]([CH:9]=1)[CH:7]=O.[BH4-].[Na+].C(Br)(Br)(Br)[Br:19].C1C=CC(P(C2C=CC=CC=2)C2C=CC=CC=2)=CC=1. The catalyst is CCO. The product is [Br:1][C:2]1[CH:3]=[C:4]([C:12]([CH3:15])([CH3:14])[CH3:13])[C:5]([O:10][CH3:11])=[C:6]([CH2:7][Br:19])[CH:9]=1. The yield is 0.900. (2) The reactants are [F:1][C:2]1[CH:22]=[CH:21][CH:20]=[C:19]([F:23])[C:3]=1[CH2:4][O:5][C:6]1[C:7]2[N:8]([C:12]([C:16](O)=[O:17])=[C:13]([CH3:15])[N:14]=2)[CH:9]=[CH:10][CH:11]=1.F[B-](F)(F)F.N1(O[C+](N(C)C)N(C)C)C2C=CC=CC=2N=N1.CN1CCOCC1.[NH2:53][CH:54]([C:57]1[CH:62]=[CH:61][C:60]([F:63])=[C:59]([F:64])[CH:58]=1)[CH2:55][OH:56]. The catalyst is ClCCl. The product is [F:23][C:19]1[CH:20]=[CH:21][CH:22]=[C:2]([F:1])[C:3]=1[CH2:4][O:5][C:6]1[C:7]2[N:8]([C:12]([C:16]([NH:53][CH:54]([C:57]3[CH:62]=[CH:61][C:60]([F:63])=[C:59]([F:64])[CH:58]=3)[CH2:55][OH:56])=[O:17])=[C:13]([CH3:15])[N:14]=2)[CH:9]=[CH:10][CH:11]=1. The yield is 0.0330.